This data is from Full USPTO retrosynthesis dataset with 1.9M reactions from patents (1976-2016). The task is: Predict the reactants needed to synthesize the given product. (1) Given the product [Cl:11][C:5]1[CH:4]=[CH:3][C:2]([NH:1][C:16](=[O:17])[C:15]2[CH:19]=[CH:20][CH:21]=[C:13]([Cl:12])[CH:14]=2)=[CH:10][C:6]=1[C:7]([OH:9])=[O:8], predict the reactants needed to synthesize it. The reactants are: [NH2:1][C:2]1[CH:3]=[CH:4][C:5]([Cl:11])=[C:6]([CH:10]=1)[C:7]([OH:9])=[O:8].[Cl:12][C:13]1[CH:14]=[C:15]([CH:19]=[CH:20][CH:21]=1)[C:16](Cl)=[O:17]. (2) The reactants are: CO[C:3]1[C:4]([O:12]C)=[C:5]([N+:9]([O-:11])=[O:10])[CH:6]=[CH:7][CH:8]=1.NC([C:20](O)=[O:21])CCSC.O. Given the product [OH:12][C:4]1[CH:3]=[C:8]([O:21][CH3:20])[CH:7]=[CH:6][C:5]=1[N+:9]([O-:11])=[O:10], predict the reactants needed to synthesize it. (3) Given the product [CH2:12]([C:10]1[C:9]2[S:19][C:20]([C:22]3[CH:23]=[CH:24][CH:25]=[CH:26][CH:27]=3)=[N:21][C:8]=2[C:7]([OH:28])=[C:6]([C:4]([NH:29][CH2:30][C:31]([OH:33])=[O:32])=[O:5])[N:11]=1)[C:13]1[CH:14]=[CH:15][CH:16]=[CH:17][CH:18]=1, predict the reactants needed to synthesize it. The reactants are: C(O[C:4]([C:6]1[N:11]=[C:10]([CH2:12][C:13]2[CH:18]=[CH:17][CH:16]=[CH:15][CH:14]=2)[C:9]2[S:19][C:20]([C:22]3[CH:27]=[CH:26][CH:25]=[CH:24][CH:23]=3)=[N:21][C:8]=2[C:7]=1[OH:28])=[O:5])C.[NH2:29][CH2:30][C:31]([OH:33])=[O:32]. (4) Given the product [CH3:40][C:36]([N:33]1[CH2:34][CH2:35][N:30]([CH2:29][C:27]2[S:28][C:8]3[C:7]([N:1]4[CH2:2][CH2:3][O:4][CH2:5][CH2:6]4)=[N:12][C:11]([C:57]4[CH:56]=[CH:55][N:54]=[C:53]5[NH:49][CH:50]=[CH:51][C:52]=45)=[N:10][C:9]=3[CH:26]=2)[CH2:31][CH2:32]1)([CH3:41])[C:37]([NH2:39])=[O:38], predict the reactants needed to synthesize it. The reactants are: [N:1]1([C:7]2[C:8]3[S:28][C:27]([CH2:29][N:30]4[CH2:35][CH2:34][N:33]([C:36]([CH3:41])([CH3:40])[C:37]([NH2:39])=[O:38])[CH2:32][CH2:31]4)=[CH:26][C:9]=3[N:10]=[C:11]([Sn](CCCC)(CCCC)CCCC)[N:12]=2)[CH2:6][CH2:5][O:4][CH2:3][CH2:2]1.C(OC([N:49]1[C:53]2=[N:54][CH:55]=[CH:56][C:57](Br)=[C:52]2[CH:51]=[CH:50]1)=O)(C)(C)C.